From a dataset of Full USPTO retrosynthesis dataset with 1.9M reactions from patents (1976-2016). Predict the reactants needed to synthesize the given product. (1) Given the product [O:10]=[C:4]1[CH2:3][CH:2]2[N:9]([CH2:12][C:13]3[CH:22]=[CH:21][C:16]([C:17]([O:19][CH3:20])=[O:18])=[CH:15][CH:14]=3)[CH:6]([CH2:7][CH2:8]2)[CH2:5]1, predict the reactants needed to synthesize it. The reactants are: Cl.[CH:2]12[NH:9][CH:6]([CH2:7][CH2:8]1)[CH2:5][C:4](=[O:10])[CH2:3]2.Br[CH2:12][C:13]1[CH:22]=[CH:21][C:16]([C:17]([O:19][CH3:20])=[O:18])=[CH:15][CH:14]=1.C(=O)([O-])[O-].[K+].[K+]. (2) Given the product [CH2:14]([NH:6][CH2:5][C:4]1[CH:7]=[CH:8][CH:9]=[C:2]([I:1])[CH:3]=1)[C:15]1[CH:20]=[CH:19][CH:18]=[CH:17][CH:16]=1, predict the reactants needed to synthesize it. The reactants are: [I:1][C:2]1[CH:3]=[C:4]([CH:7]=[CH:8][CH:9]=1)[CH2:5][NH2:6].CC(O)=O.[CH:14](=O)[C:15]1[CH:20]=[CH:19][CH:18]=[CH:17][CH:16]=1.C(O[BH-](OC(=O)C)OC(=O)C)(=O)C.C[N+](C)(C)C. (3) Given the product [C:32]([C:26]1[CH:25]=[C:24]([C:22]2[CH:21]=[CH:20][N:19]=[C:18]([NH:17][C:11]3[CH:10]=[C:9]([NH:8][C:6]([NH:5][CH2:4][CH2:3][CH2:2][NH:1][C:41](=[O:43])[CH3:42])=[O:7])[CH:14]=[C:13]([O:15][CH3:16])[CH:12]=3)[N:23]=2)[CH:29]=[CH:28][C:27]=1[O:30][CH3:31])#[N:33], predict the reactants needed to synthesize it. The reactants are: [NH2:1][CH2:2][CH2:3][CH2:4][NH:5][C:6]([NH:8][C:9]1[CH:14]=[C:13]([O:15][CH3:16])[CH:12]=[C:11]([NH:17][C:18]2[N:23]=[C:22]([C:24]3[CH:29]=[CH:28][C:27]([O:30][CH3:31])=[C:26]([C:32]#[N:33])[CH:25]=3)[CH:21]=[CH:20][N:19]=2)[CH:10]=1)=[O:7].CCN(CC)CC.[C:41](Cl)(=[O:43])[CH3:42]. (4) Given the product [CH:11]1[C:10]2[C:1](=[CH:2][CH:3]=[CH:4][CH:9]=2)[CH:14]=[CH:13][CH:12]=1, predict the reactants needed to synthesize it. The reactants are: [CH3:1][CH2:2][C:3]([O-])(C)[CH3:4].[K+].O.[CH3:9][CH2:10][CH2:11][CH2:12][CH2:13][CH3:14]. (5) Given the product [CH3:18][O:19][C:20]1[C:25]2[C:26]([NH:29][C:30]([N:15]3[CH2:16][CH2:17][N:12]([C:10]4[S:9][N:8]=[C:7]([C:1]5[CH:2]=[CH:3][CH:4]=[CH:5][CH:6]=5)[N:11]=4)[CH2:13][CH2:14]3)=[O:31])=[N:27][O:28][C:24]=2[CH:23]=[CH:22][CH:21]=1, predict the reactants needed to synthesize it. The reactants are: [C:1]1([C:7]2[N:11]=[C:10]([N:12]3[CH2:17][CH2:16][NH:15][CH2:14][CH2:13]3)[S:9][N:8]=2)[CH:6]=[CH:5][CH:4]=[CH:3][CH:2]=1.[CH3:18][O:19][C:20]1[C:25]2[C:26]([N:29](C(OCC(Cl)(Cl)Cl)=O)[C:30](OCC(Cl)(Cl)Cl)=[O:31])=[N:27][O:28][C:24]=2[CH:23]=[CH:22][CH:21]=1.C(N(C(C)C)CC)(C)C.CS(C)=O. (6) The reactants are: Cl[C:2]([O:4][C:5]1[CH:10]=[CH:9][C:8]([O:11][C:12]2[C:17]([Cl:18])=[CH:16][C:15]([C:19]([F:22])([F:21])[F:20])=[CH:14][N:13]=2)=[CH:7][CH:6]=1)=[O:3].[CH:23]1([CH2:26][N:27]2[CH2:32][CH2:31][NH:30][CH2:29][CH2:28]2)[CH2:25][CH2:24]1.[K+].[Br-]. Given the product [Cl:18][C:17]1[C:12]([O:11][C:8]2[CH:9]=[CH:10][C:5]([O:4][C:2]([N:30]3[CH2:31][CH2:32][N:27]([CH2:26][CH:23]4[CH2:25][CH2:24]4)[CH2:28][CH2:29]3)=[O:3])=[CH:6][CH:7]=2)=[N:13][CH:14]=[C:15]([C:19]([F:22])([F:21])[F:20])[CH:16]=1, predict the reactants needed to synthesize it. (7) Given the product [CH3:44][O:35][C:33](=[O:34])[CH2:32][CH2:31][CH2:30][C:28](=[O:29])[NH:27][C:24]1[CH:25]=[CH:26][C:21]([C:16]([CH2:19][CH3:20])([C:13]2[CH:14]=[CH:15][C:10]([CH2:9][CH2:8][CH:7]([OH:6])[C:38]([CH3:41])([CH3:40])[CH3:39])=[C:11]([CH3:37])[CH:12]=2)[CH2:17][CH3:18])=[CH:22][C:23]=1[CH3:36], predict the reactants needed to synthesize it. The reactants are: C([Si](C)(C)[O:6][CH:7]([C:38]([CH3:41])([CH3:40])[CH3:39])[C:8]#[C:9][C:10]1[CH:15]=[CH:14][C:13]([C:16]([C:21]2[CH:26]=[CH:25][C:24]([NH:27][C:28]([CH2:30][CH2:31][CH2:32][C:33]([OH:35])=[O:34])=[O:29])=[C:23]([CH3:36])[CH:22]=2)([CH2:19][CH3:20])[CH2:17][CH3:18])=[CH:12][C:11]=1[CH3:37])(C)(C)C.[CH3:44]O.